Task: Binary Classification. Given a miRNA mature sequence and a target amino acid sequence, predict their likelihood of interaction.. Dataset: Experimentally validated miRNA-target interactions with 360,000+ pairs, plus equal number of negative samples (1) The miRNA is hsa-miR-221-3p with sequence AGCUACAUUGUCUGCUGGGUUUC. The protein sequence of the target gene is MAAATLTSKLYSLLFRRTSTFALTIIVGVMFFERAFDQGADAIYDHINEGKLWKHIKHKYENK. Result: 1 (interaction). (2) The miRNA is mmu-miR-3097-5p with sequence CACAGGUGGGAAGUGUGUGUCCA. The protein sequence of the target gene is MSTARTENPVIMGLSSQNGQLRGPVKPTGGPGGGGTQTQQQMNQLKNTNTINNGTQQQAQSMTTTIKPGDDWKKTLKLPPKDLRIKTSDVTSTKGNEFEDYCLKRELLMGIFEMGWEKPSPIQEESIPIALSGRDILARAKNGTGKSGAYLIPLLERLDLKKDNIQAMVIVPTRELALQVSQICIQVSKHMGGAKVMATTGGTNLRDDIMRLDDTVHVVIATPGRILDLIKKGVAKVDHVQMIVLDEADKLLSQDFVQIMEDIILTLPKNRQILLYSATFPLSVQKFMNSHLQKPYEINL.... Result: 0 (no interaction). (3) The miRNA is hsa-miR-30d-5p with sequence UGUAAACAUCCCCGACUGGAAG. The protein sequence of the target gene is MRCLAARVNYKTLIIICALFTLVTVLLWNKCSSDKAIQFPRRSSSGFRVDGFEKRAAASESNNYMNHVAKQQSEEAFPQEQQKAPPVVGGFNSNVGSKVLGLKYEEIDCLINDEHTIKGRREGNEVFLPFTWVEKYFDVYGKVVQYDGYDRFEFSHSYSKVYAQRAPYHPDGVFMSFEGYNVEVRDRVKCISGVEGVPLSTQWGPQGYFYPIQIAQYGLSHYSKNLTEKPPHIEVYETAEDRDKNKPNDWTVPKGCFMANVADKSRFTNVKQFIAPETSEGVSLQLGNTKDFIISFDLKF.... Result: 1 (interaction). (4) The miRNA is hsa-miR-548o-3p with sequence CCAAAACUGCAGUUACUUUUGC. The protein sequence of the target gene is MLLLPSAADGRGTAITHALTSASTLCQVEPVGRWFEAFVKRRNRNASASFQELEDKKELSEESEDEELQLEEFPMLKTLDPKDWKNQDHYAVLGLGHVRYKATQRQIKAAHKAMVLKHHPDKRKAAGEPIKEGDNDYFTCITKAYEMLSDPVKRRAFNSVDPTFDNSVPSKSEAKDNFFEVFTPVFERNSRWSNKKNVPKLGDMNSSFEDVDIFYSFWYNFDSWREFSYLDEEEKEKAECRDERRWIEKQNRATRAQRKKEEMNRIRTLVDNAYSCDPRIKKFKEEEKAKKEAEKKAKAE.... Result: 0 (no interaction). (5) The miRNA is mmu-miR-666-5p with sequence AGCGGGCACAGCUGUGAGAGCC. The protein sequence of the target gene is MSLQSAQYLRQAEVLKADMTDSKLGPAEVWTSRQALQDLYQKMLVTDLEYALDKKVEQDLWNHAFKNQITTLQGQAKNRANPNRSEVQANLSLFLEAASGFYTQLLQELCTVFNVDLPCRVKSSQLGIISNKQTHTSAIVKPQSSSCSYICQHCLVHLGDIARYRNQTSQAESYYRHAAQLVPSNGQPYNQLAILASSKGDHLTTIFYYCRSIAVKFPFPAASTNLQKALSKALESRDEVKTKWGVSDFIKAFIKFHGHVYLSKSLEKLSPLREKLEEQFKRLLFQKAFNSQQLVHVTVI.... Result: 0 (no interaction). (6) The miRNA is hsa-miR-4751 with sequence AGAGGACCCGUAGCUGCUAGAAGG. The protein sequence of the target gene is MASPVAIAAQAGKLLRERALRPLLAVRSQAGHLTPRRWLNLQEYQSKKLMSEHGVRVQRFFVANTAKEALEAAKRLNAKEIVLKAQILAGGRGKGVFNSGLKGGVHLTKDPKVVGELAQQMIGYNLATKQTPKEGVKVNKVMVAEALDISRETYLAILMDRSHNGPVIVGSPQGGVDIEEVAASSPELIFKEQIDIFEGIKDSQAQRMAENLGFLGSLKNQAADQITKLYHLFLKIDATQVEVNPFGETPEGQVVCFDAKINFDDNAEFRQKDIFAMDDKSENEPIENEAARYDLKYIGL.... Result: 0 (no interaction). (7) The miRNA is rno-miR-335 with sequence UCAAGAGCAAUAACGAAAAAUGU. The protein sequence of the target gene is MDERLLGPPPPGGGRGGLGLVGAEPGGPGEPPGGGDPGGGSGGVPGGRGKQDIGDILQQIMTITDQSLDEAQAKKHALNCHRMKPALFSVLCEIKEKTGLSIRSSQEEEPVDPQLMRLDNMLLAEGVAGPEKGGGSAAAAAAAAASGGGVSPDNSIEHSDYRSKLAQIRHIYHSELEKYEQACNEFTTHVMNLLREQSRTRPVAPKEMERMVSIIHRKFSAIQMQLKQSTCEAVMILRSRFLDARRKRRNFSKQATEVLNEYFYSHLSNPYPSEEAKEELAKKCGITVSQVSNWFGNKRI.... Result: 0 (no interaction). (8) The miRNA is hsa-miR-527 with sequence CUGCAAAGGGAAGCCCUUUC. The protein sequence of the target gene is MAVHRGSALVAPASDKVQKNKSAQTSGLKQGSRMEKILGFEWTDLSSWQSVVTLLNKPTDPANLAVFRFLFAFLMLLDIPQERGLSSLDRKYLDGLDVCRFPLLDALRPLPLDWMYLVYTIMFLGALGMMLGLCYRLSCVLFLLPYWYVFLLDKTSWNNHSYLYGLLAFQLTFMDANHYWSVDGLLNARKKNAHVPLWNYTVLRGQIFIVYFIAGVKKLDADWVGGYSMEHLSRHWLFSPFKLVLSEELTSLLVVHWCGLLLDLSAGFLLFFDASRPVGLFFVSYFHCMNSQLFSIGMFP.... Result: 0 (no interaction).